From a dataset of Full USPTO retrosynthesis dataset with 1.9M reactions from patents (1976-2016). Predict the reactants needed to synthesize the given product. (1) Given the product [N+:1]([C:4]1[CH:9]=[C:8]([N+:10]([O-:12])=[O:11])[CH:7]=[CH:6][C:5]=1[CH2:13][CH:14]([CH3:18])[C:15]([O:17][CH3:24])=[O:16])([O-:3])=[O:2], predict the reactants needed to synthesize it. The reactants are: [N+:1]([C:4]1[CH:9]=[C:8]([N+:10]([O-:12])=[O:11])[CH:7]=[CH:6][C:5]=1[CH2:13][CH:14]([CH3:18])[C:15]([OH:17])=[O:16])([O-:3])=[O:2].OS(O)(=O)=O.[CH3:24]O. (2) Given the product [CH2:11]([C:9]1[N:10]=[C:6]2[N:5]=[C:4]([CH3:13])[CH:3]=[C:2]([NH:14][C:15]3[CH:20]=[CH:19][C:18]([S:21]([F:26])([F:22])([F:23])([F:24])[F:25])=[CH:17][CH:16]=3)[N:7]2[N:8]=1)[CH3:12], predict the reactants needed to synthesize it. The reactants are: Cl[C:2]1[N:7]2[N:8]=[C:9]([CH2:11][CH3:12])[N:10]=[C:6]2[N:5]=[C:4]([CH3:13])[CH:3]=1.[NH2:14][C:15]1[CH:20]=[CH:19][C:18]([S:21]([F:26])([F:25])([F:24])([F:23])[F:22])=[CH:17][CH:16]=1. (3) Given the product [N:1]1([C:7]2[O:8][C:11]([C:12]([O:14][CH2:15][CH3:16])=[O:13])=[N:10][N:9]=2)[CH2:6][CH2:5][CH2:4][CH2:3][CH2:2]1, predict the reactants needed to synthesize it. The reactants are: [N:1]1([C:7]([NH:9][NH:10][CH2:11][C:12]([O-:14])=[O:13])=[O:8])[CH2:6][CH2:5][CH2:4][CH2:3][CH2:2]1.[CH3:15][C:16]1C=CC(S(Cl)(=O)=O)=CC=1.C(N(CC)CC)C. (4) Given the product [CH3:1][C:2]1[C:6]([C:7]2[CH:15]=[C:14]([C:16]([F:17])([F:19])[F:18])[CH:13]=[C:12]3[C:8]=2[CH:9]=[N:10][NH:11]3)=[C:5]([CH2:26][OH:27])[N:4]([CH2:31][C:32]2[CH:33]=[N:34][N:35]([CH3:37])[CH:36]=2)[N:3]=1, predict the reactants needed to synthesize it. The reactants are: [CH3:1][C:2]1[C:6]([C:7]2[CH:15]=[C:14]([C:16]([F:19])([F:18])[F:17])[CH:13]=[C:12]3[C:8]=2[CH:9]=[N:10][N:11]3C2CCCCO2)=[C:5]([C:26](OCC)=[O:27])[N:4]([CH2:31][C:32]2[CH:33]=[N:34][N:35]([CH3:37])[CH:36]=2)[N:3]=1.[H-].[Al+3].[Li+].[H-].[H-].[H-].